Dataset: Full USPTO retrosynthesis dataset with 1.9M reactions from patents (1976-2016). Task: Predict the reactants needed to synthesize the given product. (1) Given the product [O:1]1[C:10]2[C:5](=[N:6][CH:7]=[CH:8][CH:9]=2)[O:4][C@@H:3]([C:11]2[CH:12]=[CH:13][C:14]([CH2:15][N:16]3[CH2:17][CH2:18][CH:19]([NH:22][C:28](=[O:29])[CH2:27][O:26][CH3:25])[CH2:20][CH2:21]3)=[CH:23][CH:24]=2)[CH2:2]1, predict the reactants needed to synthesize it. The reactants are: [O:1]1[C:10]2[C:5](=[N:6][CH:7]=[CH:8][CH:9]=2)[O:4][C@@H:3]([C:11]2[CH:24]=[CH:23][C:14]([CH2:15][N:16]3[CH2:21][CH2:20][CH:19]([NH2:22])[CH2:18][CH2:17]3)=[CH:13][CH:12]=2)[CH2:2]1.[CH3:25][O:26][CH2:27][C:28](Cl)=[O:29]. (2) The reactants are: [NH2:1][C:2]1[CH:7]=[C:6]([CH:8]=[C:9]2[C:15]3[CH:16]=[CH:17][CH:18]=[CH:19][C:14]=3[CH2:13][CH2:12][C:11]3[CH:20]=[CH:21][CH:22]=[CH:23][C:10]2=3)[CH:5]=[CH:4][C:3]=1[OH:24].[CH2:25](C(CC)(CC)C([O-])([O-])[O-])[CH3:26]. Given the product [CH:19]1[C:14]2[CH2:13][CH2:12][C:11]3[CH:20]=[CH:21][CH:22]=[CH:23][C:10]=3[C:9](=[CH:8][C:6]3[CH:5]=[CH:4][C:3]4[O:24][C:25]([CH3:26])=[N:1][C:2]=4[CH:7]=3)[C:15]=2[CH:16]=[CH:17][CH:18]=1, predict the reactants needed to synthesize it.